Dataset: Full USPTO retrosynthesis dataset with 1.9M reactions from patents (1976-2016). Task: Predict the reactants needed to synthesize the given product. (1) Given the product [CH:11]1([NH:14][C:15]2[N:20]3[N:21]=[CH:22][C:23](/[CH:24]=[C:25]4/[C:26](=[O:31])[NH:27][C:28](=[O:30])[NH:29]/4)=[C:19]3[N:18]=[C:17]([NH:10][CH2:9][C:4]3[CH:5]=[CH:6][C:7]([CH3:8])=[C:2]([CH3:1])[CH:3]=3)[N:16]=2)[CH2:12][CH2:13]1, predict the reactants needed to synthesize it. The reactants are: [CH3:1][C:2]1[CH:3]=[C:4]([CH2:9][NH2:10])[CH:5]=[CH:6][C:7]=1[CH3:8].[CH:11]1([NH:14][C:15]2[N:20]3[N:21]=[CH:22][C:23](/[CH:24]=[C:25]4/[C:26](=[O:31])[NH:27][C:28](=[O:30])[NH:29]/4)=[C:19]3[N:18]=[C:17](S(C)(=O)=O)[N:16]=2)[CH2:13][CH2:12]1.C1(NC2N3N=CC(/C=C4/C(=O)NC(=O)N/4)=C3N=C(S(C)=O)N=2)CC1. (2) Given the product [NH2:19][C:16]1[CH:17]=[CH:18][C:13]([NH:12][C:8]2[N:7]=[C:6]([NH:22][C@H:23]3[CH2:24][CH2:25][C@H:26]([OH:29])[CH2:27][CH2:28]3)[N:5]=[C:4]3[C:9]=2[N:10]=[CH:11][N:3]3[CH2:1][CH3:2])=[CH:14][CH:15]=1, predict the reactants needed to synthesize it. The reactants are: [CH2:1]([N:3]1[CH:11]=[N:10][C:9]2[C:4]1=[N:5][C:6]([NH:22][C@H:23]1[CH2:28][CH2:27][C@H:26]([OH:29])[CH2:25][CH2:24]1)=[N:7][C:8]=2[NH:12][C:13]1[CH:18]=[CH:17][C:16]([N+:19]([O-])=O)=[CH:15][CH:14]=1)[CH3:2].O.NN. (3) Given the product [OH:28][C:29]1[CH:34]=[CH:33][C:32]([CH2:35][C:36]([NH:38][C:39]2[CH:44]=[CH:43][CH:42]=[CH:41][C:40]=2[CH2:45][CH2:46][C:47]2[CH:52]=[CH:51][CH:50]=[CH:49][CH:48]=2)=[O:37])=[CH:31][C:30]=1[O:53][CH3:54], predict the reactants needed to synthesize it. The reactants are: OC1C=CC(CC(NC2C=CC=C(C#CC3C=CC=CC=3)C=2)=O)=CC=1OC.[OH:28][C:29]1[CH:34]=[CH:33][C:32]([CH2:35][C:36]([NH:38][C:39]2[CH:44]=[CH:43][CH:42]=[CH:41][C:40]=2[C:45]#[C:46][C:47]2[CH:52]=[CH:51][CH:50]=[CH:49][CH:48]=2)=[O:37])=[CH:31][C:30]=1[O:53][CH3:54]. (4) Given the product [C:1]([O:4][C@H:5]([C:41]1[CH:46]=[CH:45][C:44]([F:47])=[CH:43][CH:42]=1)[CH2:6][CH2:7][C@H:8]1[C:9](=[O:40])[N:10]([C:26]2[CH:31]=[CH:30][C:29]([C:32]#[C:33][CH2:34][CH:35]([CH2:36][OH:37])[CH2:38][OH:39])=[CH:28][CH:27]=2)[C@@H:11]1[C:12]1[CH:13]=[CH:14][C:15]([C:61]#[C:60][C:52]2([O:51][C:48](=[O:50])[CH3:49])[CH2:57][O:56][C:55]([CH3:59])([CH3:58])[O:54][CH2:53]2)=[CH:16][CH:17]=1)(=[O:3])[CH3:2], predict the reactants needed to synthesize it. The reactants are: [C:1]([O:4][C@H:5]([C:41]1[CH:46]=[CH:45][C:44]([F:47])=[CH:43][CH:42]=1)[CH2:6][CH2:7][C@@H:8]1[C@@H:11]([C:12]2[CH:17]=[CH:16][C:15](OS(C(F)(F)F)(=O)=O)=[CH:14][CH:13]=2)[N:10]([C:26]2[CH:31]=[CH:30][C:29]([C:32]#[C:33][CH2:34][CH:35]([CH2:38][OH:39])[CH2:36][OH:37])=[CH:28][CH:27]=2)[C:9]1=[O:40])(=[O:3])[CH3:2].[C:48]([O:51][C:52]1([C:60]#[CH:61])[CH2:57][O:56][C:55]([CH3:59])([CH3:58])[O:54][CH2:53]1)(=[O:50])[CH3:49]. (5) Given the product [N:1]1([CH2:6][C:7]2[CH:23]=[CH:22][C:10]([CH2:11][N:12]3[CH:20]=[C:19]4[C:14]([N:15]=[CH:16][N:17]=[C:18]4[NH:34][CH2:33][C:27]4[CH:28]=[C:29]([O:31][CH3:32])[CH:30]=[C:25]([Cl:24])[CH:26]=4)=[N:13]3)=[CH:9][CH:8]=2)[CH:5]=[CH:4][CH:3]=[N:2]1, predict the reactants needed to synthesize it. The reactants are: [N:1]1([CH2:6][C:7]2[CH:23]=[CH:22][C:10]([CH2:11][N:12]3[CH:20]=[C:19]4[C:14]([N:15]=[CH:16][N:17]=[C:18]4Cl)=[N:13]3)=[CH:9][CH:8]=2)[CH:5]=[CH:4][CH:3]=[N:2]1.[Cl:24][C:25]1[CH:26]=[C:27]([CH2:33][NH2:34])[CH:28]=[C:29]([O:31][CH3:32])[CH:30]=1. (6) Given the product [F:4][C:5]1[C:22]([F:23])=[C:21]2[C:8]([CH2:9][C:10]3([C@H:19]4[C@H:27]([CH3:28])[O:26][C@H:25]([CH3:29])[CH2:24][N:20]42)[C:15](=[O:16])[NH:14][C:13](=[O:17])[NH:12][C:11]3=[O:18])=[CH:7][C:6]=1/[C:30](=[N:2]/[OH:3])/[C:32]1[CH:37]=[CH:36][CH:35]=[CH:34][CH:33]=1, predict the reactants needed to synthesize it. The reactants are: Cl.[NH2:2][OH:3].[F:4][C:5]1[C:22]([F:23])=[C:21]2[C:8]([CH2:9][C:10]3([C@H:19]4[C@H:27]([CH3:28])[O:26][C@H:25]([CH3:29])[CH2:24][N:20]42)[C:15](=[O:16])[NH:14][C:13](=[O:17])[NH:12][C:11]3=[O:18])=[CH:7][C:6]=1[C:30]([C:32]1[CH:37]=[CH:36][CH:35]=[CH:34][CH:33]=1)=O. (7) Given the product [Br:1][C:2]1[CH:3]=[C:4]2[C:10]3([CH2:14][CH2:13][N:12]([CH3:24])[CH2:11]3)[CH2:9][N:8]([C:15]([NH:17][C:18]3[S:19][C:20]([Cl:23])=[CH:21][N:22]=3)=[O:16])[C:5]2=[CH:6][CH:7]=1, predict the reactants needed to synthesize it. The reactants are: [Br:1][C:2]1[CH:3]=[C:4]2[C:10]3([CH2:14][CH2:13][NH:12][CH2:11]3)[CH2:9][N:8]([C:15]([NH:17][C:18]3[S:19][C:20]([Cl:23])=[CH:21][N:22]=3)=[O:16])[C:5]2=[CH:6][CH:7]=1.[C:24](=O)([O-])[O-].[K+].[K+].CI. (8) Given the product [Cl:1][C:2]1[CH:7]=[CH:6][C:5]([S:8]([C:11](=[C:14]([NH:17][C:18]2[CH:23]=[C:22]([Cl:24])[CH:21]=[C:20]([Cl:25])[CH:19]=2)[NH:32][CH:27]([CH3:26])[C:28]([CH3:31])([CH3:30])[CH3:29])[C:12]#[N:13])(=[O:10])=[O:9])=[CH:4][CH:3]=1, predict the reactants needed to synthesize it. The reactants are: [Cl:1][C:2]1[CH:7]=[CH:6][C:5]([S:8]([C:11](=[C:14]([NH:17][C:18]2[CH:23]=[C:22]([Cl:24])[CH:21]=[C:20]([Cl:25])[CH:19]=2)SC)[C:12]#[N:13])(=[O:10])=[O:9])=[CH:4][CH:3]=1.[CH3:26][CH:27]([NH2:32])[C:28]([CH3:31])([CH3:30])[CH3:29]. (9) Given the product [CH3:10][C:11]1[CH:16]=[C:15]([NH:17][C:18]2[CH:23]=[C:22]([C:24]([F:27])([F:25])[F:26])[CH:21]=[CH:20][N:19]=2)[N:14]=[C:13]([C:28]2[N:29]=[N:30][N:31]([CH:33]([CH3:38])[CH2:34][OH:35])[CH:32]=2)[CH:12]=1, predict the reactants needed to synthesize it. The reactants are: CC(C[Al]CC(C)C)C.[CH3:10][C:11]1[CH:16]=[C:15]([NH:17][C:18]2[CH:23]=[C:22]([C:24]([F:27])([F:26])[F:25])[CH:21]=[CH:20][N:19]=2)[N:14]=[C:13]([C:28]2[N:29]=[N:30][N:31]([CH:33]([CH3:38])[C:34](OC)=[O:35])[CH:32]=2)[CH:12]=1. (10) Given the product [C:13]([O:17][C:18]([NH:20][C@@:21]1([C:49]([O:51][CH2:52][C:53]2[CH:58]=[CH:57][CH:56]=[CH:55][C:54]=2[F:59])=[O:50])[CH2:26][C@@H:25]([S:6][C:3]2[NH:4][CH:5]=[N:1][N:2]=2)[C@@H:24]2[C@H:22]1[C@H:23]2[C:38]([O:40][CH2:41][C:42]1[CH:47]=[CH:46][CH:45]=[CH:44][C:43]=1[F:48])=[O:39])=[O:19])([CH3:16])([CH3:14])[CH3:15], predict the reactants needed to synthesize it. The reactants are: [N:1]1[N:2]=[C:3]([SH:6])[NH:4][CH:5]=1.C(=O)([O-])[O-].[K+].[K+].[C:13]([O:17][C:18]([NH:20][C@@:21]1([C:49]([O:51][CH2:52][C:53]2[CH:58]=[CH:57][CH:56]=[CH:55][C:54]=2[F:59])=[O:50])[CH2:26][C@H:25](OS(C2C=CC(C)=CC=2)(=O)=O)[C@@H:24]2[C@H:22]1[C@H:23]2[C:38]([O:40][CH2:41][C:42]1[CH:47]=[CH:46][CH:45]=[CH:44][C:43]=1[F:48])=[O:39])=[O:19])([CH3:16])([CH3:15])[CH3:14].